From a dataset of Catalyst prediction with 721,799 reactions and 888 catalyst types from USPTO. Predict which catalyst facilitates the given reaction. Reactant: [Cl:1][C:2]1[CH:7]=[CH:6][CH:5]=[C:4]([Cl:8])[C:3]=1[N:9]1[C:17](=[O:18])[C:16]2[C@@H:15]3[C:19]([CH3:21])([CH3:20])[C@@:12]([CH3:22])([CH2:13][CH2:14]3)[C:11]=2[NH:10]1.I[CH3:24].O. Product: [Cl:1][C:2]1[CH:7]=[CH:6][CH:5]=[C:4]([Cl:8])[C:3]=1[N:9]1[C:17](=[O:18])[C:16]2[C@@H:15]3[C:19]([CH3:21])([CH3:20])[C@@:12]([CH3:22])([CH2:13][CH2:14]3)[C:11]=2[N:10]1[CH3:24]. The catalyst class is: 9.